From a dataset of Retrosynthesis with 50K atom-mapped reactions and 10 reaction types from USPTO. Predict the reactants needed to synthesize the given product. Given the product Cc1cccc(Oc2ccc(CNC(=O)c3ccc(C)nc3Cl)cc2)c1, predict the reactants needed to synthesize it. The reactants are: Cc1ccc(C(=O)O)c(Cl)n1.Cc1cccc(Oc2ccc(CN)cc2)c1.